This data is from Peptide-MHC class II binding affinity with 134,281 pairs from IEDB. The task is: Regression. Given a peptide amino acid sequence and an MHC pseudo amino acid sequence, predict their binding affinity value. This is MHC class II binding data. (1) The peptide sequence is GELQIVDKIDAVFKI. The MHC is DRB1_0802 with pseudo-sequence DRB1_0802. The binding affinity (normalized) is 0.584. (2) The peptide sequence is AQNGVQAMSSLGSSL. The MHC is DRB1_1101 with pseudo-sequence DRB1_1101. The binding affinity (normalized) is 0.495. (3) The peptide sequence is YSGYKETPFLTIVNQ. The MHC is DRB1_0101 with pseudo-sequence DRB1_0101. The binding affinity (normalized) is 0.490. (4) The peptide sequence is KTLNDETKKQVNLMG. The MHC is DRB1_0901 with pseudo-sequence DRB1_0901. The binding affinity (normalized) is 0.226. (5) The peptide sequence is GGLPLAGAGGAGAGP. The MHC is DRB1_1201 with pseudo-sequence DRB1_1201. The binding affinity (normalized) is 0. (6) The peptide sequence is LGTCQTLTPMMSSKF. The MHC is HLA-DPA10103-DPB10301 with pseudo-sequence HLA-DPA10103-DPB10301. The binding affinity (normalized) is 0.367.